From a dataset of Reaction yield outcomes from USPTO patents with 853,638 reactions. Predict the reaction yield, written as a fraction of the theoretical maximum amount of product (1.0 means a 100% yield; for example, 0.34 means a 34% yield). (1) The reactants are [C:1]([O:5][C:6]([NH:8][CH2:9][C:10]1[C:11]([CH2:27][CH:28]([CH3:30])[CH3:29])=[N:12][C:13]([CH3:26])=[C:14]([C:18]=1[C:19]1[CH:24]=[CH:23][C:22]([CH3:25])=[CH:21][CH:20]=1)[C:15]([OH:17])=[O:16])=[O:7])([CH3:4])([CH3:3])[CH3:2].Cl[CH2:32][C:33]1[O:34][C:35](=[O:39])[O:36][C:37]=1[CH3:38].C(=O)([O-])[O-].[K+].[K+]. The catalyst is CN(C)C=O.C(OCC)(=O)C. The product is [C:1]([O:5][C:6]([NH:8][CH2:9][C:10]1[C:11]([CH2:27][CH:28]([CH3:30])[CH3:29])=[N:12][C:13]([CH3:26])=[C:14]([C:18]=1[C:19]1[CH:24]=[CH:23][C:22]([CH3:25])=[CH:21][CH:20]=1)[C:15]([O:17][CH2:32][C:33]1[O:34][C:35](=[O:39])[O:36][C:37]=1[CH3:38])=[O:16])=[O:7])([CH3:4])([CH3:3])[CH3:2]. The yield is 0.850. (2) The reactants are [Cl:1]C(N(C)C)=C(C)C.[Br:9][C:10]1[CH:11]=[C:12]2[C:22](=[CH:23][CH:24]=1)[O:21][C:15]1[CH:16]=[N:17][C:18]([Cl:20])=[CH:19][C:14]=1[C:13]2([NH:28][C:29]([NH:31][C:32](=[O:42])[C:33]1[CH:38]=[CH:37][C:36]([N+:39]([O-:41])=[O:40])=[CH:35][CH:34]=1)=[S:30])[CH2:25][CH2:26]O. The catalyst is C(Cl)Cl. The product is [ClH:1].[Br:9][C:10]1[CH:11]=[C:12]2[C:13]3([CH2:25][CH2:26][S:30][C:29]([NH:31][C:32](=[O:42])[C:33]4[CH:34]=[CH:35][C:36]([N+:39]([O-:41])=[O:40])=[CH:37][CH:38]=4)=[N:28]3)[C:14]3[CH:19]=[C:18]([Cl:20])[N:17]=[CH:16][C:15]=3[O:21][C:22]2=[CH:23][CH:24]=1. The yield is 0.850. (3) The reactants are C(=O)([O-])[O-].[K+].[K+].C1(C)C=CC(C(OC(=O)[C@@H]([C@H](C(OC(C2C=CC(C)=CC=2)=O)=O)O)O)=O)=CC=1.[CH:35]1([NH:40][C:41]2[CH:46]=[CH:45][C:44]([C@H:47]3[C@@H:52]([C:53]([O:55][CH2:56][CH3:57])=[O:54])[CH2:51][CH2:50][CH2:49][NH:48]3)=[CH:43][CH:42]=2)[CH2:39][CH2:38][CH2:37][CH2:36]1.[F:58][C:59]1[CH:67]=[CH:66][CH:65]=[C:64]([CH3:68])[C:60]=1[C:61](Cl)=[O:62]. The catalyst is O.CC(OC)(C)C. The product is [CH:35]1([NH:40][C:41]2[CH:46]=[CH:45][C:44]([C@H:47]3[C@@H:52]([C:53]([O:55][CH2:56][CH3:57])=[O:54])[CH2:51][CH2:50][CH2:49][N:48]3[C:61](=[O:62])[C:60]3[C:64]([CH3:68])=[CH:65][CH:66]=[CH:67][C:59]=3[F:58])=[CH:43][CH:42]=2)[CH2:36][CH2:37][CH2:38][CH2:39]1. The yield is 0.950. (4) The reactants are C([C@@:9]1([OH:34])[C@@H:13]([CH:14](C(=O)C2C=CC=CC=2)[OH:15])[O:12][C@@H:11]([N:24]2[CH:31]=[CH:30][C:28](=[O:29])[NH:27][C:25]2=[O:26])[C@@:10]1([F:33])[CH3:32])(=O)C1C=CC=CC=1.N. The catalyst is CO. The product is [F:33][C@:10]1([CH3:32])[C@H:9]([OH:34])[C@@H:13]([CH2:14][OH:15])[O:12][C@H:11]1[N:24]1[CH:31]=[CH:30][C:28](=[O:29])[NH:27][C:25]1=[O:26]. The yield is 0.600. (5) The product is [CH3:25][C:22]1([CH3:26])[CH2:23][C:24]2[N:16]([C:14]3[CH:13]=[CH:12][C:9]([C:10]#[N:11])=[C:8]([NH:34][C:33]4[CH:35]=[C:36]([O:40][CH3:41])[C:37]([O:38][CH3:39])=[C:31]([O:30][CH3:29])[CH:32]=4)[CH:15]=3)[N:17]=[C:18]([CH3:28])[C:19]=2[C:20](=[O:27])[CH2:21]1. The yield is 0.820. The reactants are CC(C)([O-])C.[Na+].Br[C:8]1[CH:15]=[C:14]([N:16]2[C:24]3[CH2:23][C:22]([CH3:26])([CH3:25])[CH2:21][C:20](=[O:27])[C:19]=3[C:18]([CH3:28])=[N:17]2)[CH:13]=[CH:12][C:9]=1[C:10]#[N:11].[CH3:29][O:30][C:31]1[CH:32]=[C:33]([CH:35]=[C:36]([O:40][CH3:41])[C:37]=1[O:38][CH3:39])[NH2:34]. The catalyst is C1(C)C=CC=CC=1.C(OCC)(=O)C.C([O-])(=O)C.[Pd+2].C([O-])(=O)C.C1(P(C2C=CC=CC=2)[C-]2C=CC=C2)C=CC=CC=1.[C-]1(P(C2C=CC=CC=2)C2C=CC=CC=2)C=CC=C1.[Fe+2]. (6) The reactants are C([O:8][C:9]1[CH:14]=[CH:13][CH:12]=[CH:11][C:10]=1[CH:15]([C:17]1[CH:22]=[CH:21][C:20]([O:23][C:24]([F:27])([F:26])[F:25])=[CH:19][CH:18]=1)O)C1C=CC=CC=1.Cl.C(=O)([O-])[O-].[K+].[K+]. The catalyst is [OH-].[Pd+2].[OH-].CO. The product is [F:25][C:24]([F:26])([F:27])[O:23][C:20]1[CH:21]=[CH:22][C:17]([CH2:15][C:10]2[CH:11]=[CH:12][CH:13]=[CH:14][C:9]=2[OH:8])=[CH:18][CH:19]=1. The yield is 0.970. (7) The product is [NH2:6][C:5]1[CH:7]=[CH:8][C:9]([Cl:11])=[CH:10][C:4]=1[SH:3]. The yield is 0.640. The reactants are NC1[S:3][C:4]2[CH:10]=[C:9]([Cl:11])[CH:8]=[CH:7][C:5]=2[N:6]=1.[OH-].[Na+].Cl. The catalyst is O.